Dataset: Full USPTO retrosynthesis dataset with 1.9M reactions from patents (1976-2016). Task: Predict the reactants needed to synthesize the given product. (1) Given the product [C:31]([N:30]([CH3:29])[C:16]([C:15]1[N:14]=[C:13]([C:19]2[CH:23]=[CH:22][S:21][CH:20]=2)[N:12]2[C:11]=1[CH2:10][O:9][C:8]1[CH:24]=[C:25]([O:26][CH3:27])[C:5]([O:4][CH:1]([CH3:2])[CH3:3])=[CH:6][C:7]2=1)=[O:17])([CH3:34])([CH3:33])[CH3:32], predict the reactants needed to synthesize it. The reactants are: [CH:1]([O:4][C:5]1[C:25]([O:26][CH3:27])=[CH:24][C:8]2[O:9][CH2:10][C:11]3[N:12]([C:13]([C:19]4[CH:23]=[CH:22][S:21][CH:20]=4)=[N:14][C:15]=3[C:16](O)=[O:17])[C:7]=2[CH:6]=1)([CH3:3])[CH3:2].Cl.[CH3:29][NH:30][C:31]([CH3:34])([CH3:33])[CH3:32].CN(C(ON1N=NC2C=CC=NC1=2)=[N+](C)C)C.F[P-](F)(F)(F)(F)F.CCN(C(C)C)C(C)C. (2) The reactants are: [CH3:1][C:2]1[CH:3]=[C:4]([N:9]2[C:13]3[C:14]([C:18]#[N:19])=[CH:15][CH:16]=[CH:17][C:12]=3[N:11]=[CH:10]2)[CH:5]=[C:6]([CH3:8])[CH:7]=1.[CH2:20](Cl)Cl.[F:23][C:24]([F:31])([F:30])[S:25]([O:28]C)(=[O:27])=[O:26].CC#N. Given the product [F:23][C:24]([F:31])([F:30])[S:25]([O-:28])(=[O:27])=[O:26].[C:18]([C:14]1[C:13]2[N:9]([C:4]3[CH:5]=[C:6]([CH3:8])[CH:7]=[C:2]([CH3:1])[CH:3]=3)[CH:10]=[N+:11]([CH3:20])[C:12]=2[CH:17]=[CH:16][CH:15]=1)#[N:19], predict the reactants needed to synthesize it. (3) Given the product [CH3:35][N:31]1[CH2:30][CH2:29][C:28]2[C:33](=[CH:34][C:25]([NH:24][C:22]([C:21]3[CH:20]=[C:19]([CH:38]=[CH:37][CH:36]=3)[CH2:18][NH:17][C:10](=[O:12])[C:9]3[CH:8]=[CH:7][C:6]([N:1]4[CH:5]=[N:4][CH:3]=[N:2]4)=[CH:14][CH:13]=3)=[O:23])=[CH:26][CH:27]=2)[CH2:32]1, predict the reactants needed to synthesize it. The reactants are: [N:1]1([C:6]2[CH:14]=[CH:13][C:9]([C:10]([OH:12])=O)=[CH:8][CH:7]=2)[CH:5]=[N:4][CH:3]=[N:2]1.Cl.Cl.[NH2:17][CH2:18][C:19]1[CH:20]=[C:21]([CH:36]=[CH:37][CH:38]=1)[C:22]([NH:24][C:25]1[CH:34]=[C:33]2[C:28]([CH2:29][CH2:30][N:31]([CH3:35])[CH2:32]2)=[CH:27][CH:26]=1)=[O:23].C(N(CC)CC)C. (4) Given the product [CH2:18]([O:17][CH2:16][N:7]1[C:6]2[CH:12]=[C:2]([Br:1])[CH:3]=[CH:4][C:5]=2[O:10][CH2:9][C:8]1=[O:11])[C:19]1[CH:24]=[CH:23][CH:22]=[CH:21][CH:20]=1, predict the reactants needed to synthesize it. The reactants are: [Br:1][C:2]1[CH:3]=[CH:4][C:5]2[O:10][CH2:9][C:8](=[O:11])[NH:7][C:6]=2[CH:12]=1.[H-].[Li+].Cl[CH2:16][O:17][CH2:18][C:19]1[CH:24]=[CH:23][CH:22]=[CH:21][CH:20]=1. (5) Given the product [CH2:22]([O:21][C:20]([NH:1][C:2]([C:5]1[CH:14]=[CH:13][C:8]([C:9]([O:11][CH3:12])=[O:10])=[CH:7][CH:6]=1)([CH3:3])[CH3:4])=[O:24])[CH3:23], predict the reactants needed to synthesize it. The reactants are: [NH2:1][C:2]([C:5]1[CH:14]=[CH:13][C:8]([C:9]([O:11][CH3:12])=[O:10])=[CH:7][CH:6]=1)([CH3:4])[CH3:3].C(=O)([O-])O.[Na+].[C:20](Cl)(=[O:24])[O:21][CH2:22][CH3:23].O. (6) Given the product [Cl:37][C:31]1[CH:32]=[C:33]([Cl:36])[CH:34]=[CH:35][C:30]=1[CH:9]1[CH:8]([C:6]([NH:5][O:4][CH2:3][C:2]2[N:1]=[C:47]([C:48]([O:50][CH3:51])=[O:49])[O:39][N:38]=2)=[O:7])[C:17]2[C:12](=[CH:13][CH:14]=[CH:15][CH:16]=2)[C:11](=[O:18])[N:10]1[CH:19]1[CH2:24][CH2:23][CH2:22][CH2:21][CH:20]1[NH:25][S:26]([CH3:29])(=[O:27])=[O:28], predict the reactants needed to synthesize it. The reactants are: [NH2:1][C:2](=[N:38][OH:39])[CH2:3][O:4][NH:5][C:6]([CH:8]1[C:17]2[C:12](=[CH:13][CH:14]=[CH:15][CH:16]=2)[C:11](=[O:18])[N:10]([CH:19]2[CH2:24][CH2:23][CH2:22][CH2:21][CH:20]2[NH:25][S:26]([CH3:29])(=[O:28])=[O:27])[CH:9]1[C:30]1[CH:35]=[CH:34][C:33]([Cl:36])=[CH:32][C:31]=1[Cl:37])=[O:7].N1C=CC=CC=1.Cl[C:47](=O)[C:48]([O:50][CH3:51])=[O:49]. (7) Given the product [CH2:9]([O:11][C:12]([C:14]1[N:15]([CH3:23])[C:16]([CH3:22])=[C:17]([C:20]#[N:21])[C:18]=1[I:24])=[O:13])[CH3:10], predict the reactants needed to synthesize it. The reactants are: C(ON=O)CC(C)C.[CH2:9]([O:11][C:12]([C:14]1[N:15]([CH3:23])[C:16]([CH3:22])=[C:17]([C:20]#[N:21])[C:18]=1N)=[O:13])[CH3:10].[I:24]CI.O. (8) Given the product [Cl-:1].[CH:2]1([C:8]2([CH2:23][S:24][CH3:25])[CH2:14][CH:13]3[NH2+:15][CH:10]([CH2:11][CH2:12]3)[CH2:9]2)[CH2:3][CH2:4][CH2:5][CH2:6][CH2:7]1, predict the reactants needed to synthesize it. The reactants are: [ClH:1].[CH:2]1([C:8]2([CH2:23][S:24][CH3:25])[CH2:14][CH:13]3[N:15](C(OC(C)(C)C)=O)[CH:10]([CH2:11][CH2:12]3)[CH2:9]2)[CH2:7][CH2:6][CH2:5][CH2:4][CH2:3]1. (9) Given the product [Cl:37][C:25]1[C:26]([C:28]2[C:36]3[C:31](=[CH:32][CH:33]=[CH:34][CH:35]=3)[NH:30][CH:29]=2)=[N:27][C:22]([NH:21][C@@H:17]2[CH2:18][CH2:19][CH2:20][C@H:15]([NH:14][C:12](=[O:13])[C:11]3[CH:38]=[CH:39][C:8]([NH:7][C:5](=[O:6])/[CH:4]=[CH:3]/[CH2:2][N:49]4[CH2:54][CH2:53][O:52][CH2:51][CH2:50]4)=[CH:9][CH:10]=3)[CH2:16]2)=[N:23][CH:24]=1, predict the reactants needed to synthesize it. The reactants are: Br[CH2:2]/[CH:3]=[CH:4]/[C:5]([NH:7][C:8]1[CH:39]=[CH:38][C:11]([C:12]([NH:14][C@H:15]2[CH2:20][CH2:19][CH2:18][C@@H:17]([NH:21][C:22]3[N:27]=[C:26]([C:28]4[C:36]5[C:31](=[CH:32][CH:33]=[CH:34][CH:35]=5)[NH:30][CH:29]=4)[C:25]([Cl:37])=[CH:24][N:23]=3)[CH2:16]2)=[O:13])=[CH:10][CH:9]=1)=[O:6].CCN(C(C)C)C(C)C.[NH:49]1[CH2:54][CH2:53][O:52][CH2:51][CH2:50]1.